Dataset: Forward reaction prediction with 1.9M reactions from USPTO patents (1976-2016). Task: Predict the product of the given reaction. (1) Given the reactants [CH:1]1([C:7]2[CH:28]=[CH:27][C:10]([O:11][CH2:12][CH:13]3[O:26][C:16]4=[N:17][C:18](=[O:25])[CH:19]=[C:20]([CH2:21][S:22][CH2:23][CH3:24])[N:15]4[CH2:14]3)=[CH:9][CH:8]=2)[CH2:6][CH2:5][CH2:4][CH2:3][CH2:2]1.B1([O-])OO1.[OH2:33].[OH2:34].O.O.[Na+].[OH-].[Na+].C(=O)([O-])[O-].[Na+].[Na+], predict the reaction product. The product is: [CH:1]1([C:7]2[CH:28]=[CH:27][C:10]([O:11][CH2:12][C@H:13]3[O:26][C:16]4=[N:17][C:18](=[O:25])[CH:19]=[C:20]([CH2:21][S:22]([CH2:23][CH3:24])(=[O:34])=[O:33])[N:15]4[CH2:14]3)=[CH:9][CH:8]=2)[CH2:2][CH2:3][CH2:4][CH2:5][CH2:6]1. (2) Given the reactants [C:1]([C:3]1[CH:8]=[C:7]([O:9][CH3:10])[C:6]([O:11][CH2:12][C:13]2[CH:18]=[CH:17][CH:16]=[C:15]([S:19]([CH3:27])(=[N:21][C:22]([O:24][CH2:25][CH3:26])=[O:23])=[O:20])[CH:14]=2)=[CH:5][C:4]=1[N:28]=[CH:29]N(C)C)#[N:2].[NH2:33][C:34]1[CH:35]=[N:36][CH:37]=[CH:38][CH:39]=1.CCCCCC.ClCCl.CO, predict the reaction product. The product is: [CH2:25]([O:24][C:22]([N:21]=[S:19]([CH3:27])([C:15]1[CH:16]=[CH:17][CH:18]=[C:13]([CH2:12][O:11][C:6]2[CH:5]=[C:4]3[C:3]([C:1]([NH:33][C:34]4[CH:35]=[N:36][CH:37]=[CH:38][CH:39]=4)=[N:2][CH:29]=[N:28]3)=[CH:8][C:7]=2[O:9][CH3:10])[CH:14]=1)=[O:20])=[O:23])[CH3:26].